This data is from Catalyst prediction with 721,799 reactions and 888 catalyst types from USPTO. The task is: Predict which catalyst facilitates the given reaction. (1) Reactant: [CH3:1][C:2]1[CH:28]=[C:27]([CH3:29])[CH:26]=[CH:25][C:3]=1[O:4][C:5]1[CH:10]=[CH:9][CH:8]=[CH:7][C:6]=1[C:11]1(O)[CH2:16][CH2:15][N:14](C(OC(C)(C)C)=O)[CH2:13][CH2:12]1.Cl. Product: [CH3:1][C:2]1[CH:28]=[C:27]([CH3:29])[CH:26]=[CH:25][C:3]=1[O:4][C:5]1[CH:10]=[CH:9][CH:8]=[CH:7][C:6]=1[C:11]1[CH2:16][CH2:15][NH:14][CH2:13][CH:12]=1. The catalyst class is: 6. (2) Reactant: [C:1]([O:4][CH2:5][C@H:6]1[CH2:11][C@@H:10]([O:12][C:13](=[O:15])[CH3:14])[CH2:9][CH2:8][C@@:7]1([C@H:17]1[CH2:25][CH2:24][C@@:23]2([CH3:26])[C@@H:19]([CH2:20][CH2:21][C@@:22]2([OH:33])[C:27]2[CH:32]=[CH:31][CH:30]=[CH:29][N:28]=2)[C@@H:18]1[CH2:34]O)[CH3:16])(=[O:3])[CH3:2].CS(Cl)(=O)=O.[N-:41]=[N+:42]=[N-:43].[Na+]. Product: [C:1]([O:4][CH2:5][C@H:6]1[CH2:11][C@@H:10]([O:12][C:13](=[O:15])[CH3:14])[CH2:9][CH2:8][C@@:7]1([C@H:17]1[CH2:25][CH2:24][C@@:23]2([CH3:26])[C@@H:19]([CH2:20][CH2:21][C@@:22]2([OH:33])[C:27]2[CH:32]=[CH:31][CH:30]=[CH:29][N:28]=2)[C@@H:18]1[CH2:34][N:41]=[N+:42]=[N-:43])[CH3:16])(=[O:3])[CH3:2]. The catalyst class is: 2. (3) Reactant: FC1C(O[C:9]([C:11]2([F:30])[C:20]([NH:21][C:22]3[CH:27]=[CH:26][C:25]([I:28])=[CH:24][C:23]=3[CH3:29])=[CH:19][C:14]3=[N:15][CH2:16][N:17]([CH3:18])[C:13]3=[CH:12]2)=[O:10])=C(F)C(F)=C(F)C=1F.Cl.[NH2:36][NH2:37].C(N(CC)CC)C.O. Product: [F:30][C:11]1([C:9]([NH:36][NH2:37])=[O:10])[C:20]([NH:21][C:22]2[CH:27]=[CH:26][C:25]([I:28])=[CH:24][C:23]=2[CH3:29])=[CH:19][C:14]2=[N:15][CH2:16][N:17]([CH3:18])[C:13]2=[CH:12]1. The catalyst class is: 4. (4) Reactant: [OH:1][C:2]([CH:4]([C:6]1[CH:19]=[CH:18][CH:17]=[C:8]([C:9]([C:11]2[CH:16]=[CH:15][CH:14]=[CH:13][CH:12]=2)=[O:10])[CH:7]=1)[CH3:5])=[O:3].[CH2:20]([NH2:23])[CH2:21][NH2:22]. Product: [CH2:20]([NH2:23])[CH2:21][NH2:22].[OH:3][C:2]([CH:4]([C:6]1[CH:19]=[CH:18][CH:17]=[C:8]([C:9]([C:11]2[CH:12]=[CH:13][CH:14]=[CH:15][CH:16]=2)=[O:10])[CH:7]=1)[CH3:5])=[O:1]. The catalyst class is: 6. (5) Reactant: [Cl:1][C:2]1[CH:15]=[CH:14][C:5]([CH2:6][NH:7][C:8](=[O:13])[C:9]([CH3:12])([CH3:11])[CH3:10])=[CH:4][C:3]=1[N:16]=[C:17]=[S:18].[NH2:19][C:20]1[C:21]([NH:44][CH3:45])=[N:22][C:23]([O:39][CH2:40][CH:41]([F:43])[F:42])=[C:24]([CH:38]=1)[C:25]([NH:27][C@H:28]1[CH2:33][CH2:32][C@H:31]([C:34]([F:37])([F:36])[F:35])[CH2:30][CH2:29]1)=[O:26]. Product: [Cl:1][C:2]1[CH:15]=[CH:14][C:5]([CH2:6][NH:7][C:8](=[O:13])[C:9]([CH3:12])([CH3:11])[CH3:10])=[CH:4][C:3]=1[NH:16][C:17]([NH:19][C:20]1[CH:38]=[C:24]([C:25](=[O:26])[NH:27][C@H:28]2[CH2:33][CH2:32][C@H:31]([C:34]([F:37])([F:35])[F:36])[CH2:30][CH2:29]2)[C:23]([O:39][CH2:40][CH:41]([F:42])[F:43])=[N:22][C:21]=1[NH:44][CH3:45])=[S:18]. The catalyst class is: 23. (6) Reactant: CCN(C(C)C)C(C)C.[O:10]=[C:11]1[C:20]2[C:15](=[C:16]([C:21](Cl)=[O:22])[CH:17]=[CH:18][CH:19]=2)[O:14][C:13]([C:24]2[CH:29]=[CH:28][CH:27]=[C:26]([C:30]([F:33])([F:32])[F:31])[CH:25]=2)=[CH:12]1.Cl.[N:35]1([CH2:40][C:41]2[N:46]=[C:45]([NH2:47])[CH:44]=[CH:43][CH:42]=2)[CH2:39][CH2:38][CH2:37][CH2:36]1.O. Product: [O:10]=[C:11]1[C:20]2[C:15](=[C:16]([C:21]([NH:47][C:45]3[CH:44]=[CH:43][CH:42]=[C:41]([CH2:40][N:35]4[CH2:39][CH2:38][CH2:37][CH2:36]4)[N:46]=3)=[O:22])[CH:17]=[CH:18][CH:19]=2)[O:14][C:13]([C:24]2[CH:29]=[CH:28][CH:27]=[C:26]([C:30]([F:33])([F:32])[F:31])[CH:25]=2)=[CH:12]1. The catalyst class is: 23. (7) Reactant: [Cl:1][C:2]1[CH:26]=[CH:25][C:5]([C:6]([NH:8][CH:9]([C:19]2[CH:24]=[CH:23][CH:22]=[CH:21][CH:20]=2)[CH2:10][NH:11]C(=O)OC(C)(C)C)=[O:7])=[CH:4][C:3]=1[NH:27][C:28]([C:30]1[C:40](=[O:41])[NH:39][C:33]2[N:34]=[C:35]([CH3:38])[N:36]=[CH:37][C:32]=2[CH:31]=1)=[O:29].Cl. Product: [ClH:1].[NH2:11][CH2:10][CH:9]([NH:8][C:6]([C:5]1[CH:25]=[CH:26][C:2]([Cl:1])=[C:3]([NH:27][C:28]([C:30]2[C:40](=[O:41])[NH:39][C:33]3[N:34]=[C:35]([CH3:38])[N:36]=[CH:37][C:32]=3[CH:31]=2)=[O:29])[CH:4]=1)=[O:7])[C:19]1[CH:20]=[CH:21][CH:22]=[CH:23][CH:24]=1. The catalyst class is: 12.